This data is from NCI-60 drug combinations with 297,098 pairs across 59 cell lines. The task is: Regression. Given two drug SMILES strings and cell line genomic features, predict the synergy score measuring deviation from expected non-interaction effect. Drug 1: C1=CC(=CC=C1CCCC(=O)O)N(CCCl)CCCl. Drug 2: C1C(C(OC1N2C=NC(=NC2=O)N)CO)O. Cell line: T-47D. Synergy scores: CSS=10.5, Synergy_ZIP=-3.84, Synergy_Bliss=-7.41, Synergy_Loewe=-11.8, Synergy_HSA=-11.9.